Dataset: Forward reaction prediction with 1.9M reactions from USPTO patents (1976-2016). Task: Predict the product of the given reaction. (1) Given the reactants CN(C)[CH:3]=[CH:4][C:5]([C:7]1[CH:8]=[C:9]([CH:12]=[CH:13][CH:14]=1)[C:10]#[N:11])=O.[CH:16]1[CH:17]=[CH:18][C:19]([NH:22][C:23]([NH2:25])=[NH:24])=[CH:20][CH:21]=1, predict the reaction product. The product is: [C:19]1([NH:22][C:23]2[N:25]=[C:5]([C:7]3[CH:8]=[C:9]([CH:12]=[CH:13][CH:14]=3)[C:10]#[N:11])[CH:4]=[CH:3][N:24]=2)[CH:20]=[CH:21][CH:16]=[CH:17][CH:18]=1. (2) The product is: [CH3:10][C:11]1[S:15][C:14]2[C:13](=[C:24]([N:25]3[CH2:26][CH2:27][N:28]([CH3:31])[CH2:29][CH2:30]3)[NH:23][C:22]3[C:17]([N:16]=2)=[CH:18][CH:19]=[CH:20][CH:21]=3)[CH:12]=1.[CH:5]1[CH:6]=[CH:7][C:2]([C:1]([OH:9])=[O:8])=[CH:3][CH:4]=1. Given the reactants [C:1]([OH:9])(=[O:8])[C:2]1[CH:7]=[CH:6][CH:5]=[CH:4][CH:3]=1.[CH3:10][C:11]1[S:15][C:14]2[NH:16][C:17]3[CH:18]=[CH:19][CH:20]=[CH:21][C:22]=3[N:23]=[C:24]([N:25]3[CH2:30][CH2:29][N:28]([CH3:31])[CH2:27][CH2:26]3)[C:13]=2[CH:12]=1, predict the reaction product. (3) Given the reactants [CH:1]1([C:6](O)([CH2:21][C:22]2[O:27]C(C)(C)[O:25][C:24](=[O:30])[CH:23]=2)[C:7]#[C:8][C:9]2[CH:14]=[CH:13][C:12]([C:15]([CH3:19])([CH3:18])[C:16]#[N:17])=[C:11]([F:20])[CH:10]=2)[CH2:5][CH2:4][CH2:3][CH2:2]1.C([O-])([O-])=O.[K+].[K+], predict the reaction product. The product is: [CH:1]1([C:6]2([CH2:7][CH2:8][C:9]3[CH:14]=[CH:13][C:12]([C:15]([CH3:18])([CH3:19])[C:16]#[N:17])=[C:11]([F:20])[CH:10]=3)[CH2:21][C:22](=[O:27])[CH2:23][C:24](=[O:25])[O:30]2)[CH2:5][CH2:4][CH2:3][CH2:2]1. (4) Given the reactants C[O:2][C:3]1[CH:13]=[CH:12][CH:11]=[C:10]([O:14]C)[C:4]=1[C:5]([N:7]([CH3:9])[CH3:8])=[O:6].B(Br)(Br)Br, predict the reaction product. The product is: [OH:2][C:3]1[CH:13]=[CH:12][CH:11]=[C:10]([OH:14])[C:4]=1[C:5]([N:7]([CH3:9])[CH3:8])=[O:6]. (5) Given the reactants [CH3:1][C:2]1[CH:7]=[C:6]([CH3:8])[NH:5][C:4](=[O:9])[C:3]=1[CH2:10][NH:11][C:12]([C:14]1[C:15]([CH3:35])=[C:16]([C:19](=[C:22]2[CH2:27][CH2:26][N:25](C(OC(C)(C)C)=O)[CH2:24][CH2:23]2)[CH2:20][CH3:21])[S:17][CH:18]=1)=[O:13].Cl.O1CCOCC1, predict the reaction product. The product is: [CH3:1][C:2]1[CH:7]=[C:6]([CH3:8])[NH:5][C:4](=[O:9])[C:3]=1[CH2:10][NH:11][C:12]([C:14]1[C:15]([CH3:35])=[C:16]([C:19](=[C:22]2[CH2:23][CH2:24][NH:25][CH2:26][CH2:27]2)[CH2:20][CH3:21])[S:17][CH:18]=1)=[O:13]. (6) Given the reactants C1C=CC(P(C2C(C3C(P(C4C=CC=CC=4)C4C=CC=CC=4)=CC=C4C=3C=CC=C4)=C3C(C=CC=C3)=CC=2)C2C=CC=CC=2)=CC=1.Br[C:48]1[CH:49]=[N:50][CH:51]=[C:52]([Br:54])[CH:53]=1.[O:55]1[CH2:60][CH2:59][CH:58]([CH2:61][NH2:62])[CH2:57][CH2:56]1.CC(C)([O-])C.[K+], predict the reaction product. The product is: [Br:54][C:52]1[CH:53]=[C:48]([NH:62][CH2:61][CH:58]2[CH2:59][CH2:60][O:55][CH2:56][CH2:57]2)[CH:49]=[N:50][CH:51]=1. (7) Given the reactants [CH3:1][C:2]1[C:7]([CH2:8][C:9](OC)=[O:10])=[CH:6][CH:5]=[CH:4][N:3]=1.[H-].[H-].[H-].[H-].[Li+].[Al+3], predict the reaction product. The product is: [CH3:1][C:2]1[C:7]([CH2:8][CH2:9][OH:10])=[CH:6][CH:5]=[CH:4][N:3]=1. (8) Given the reactants I[C:2]1[CH:3]=[C:4]2[C:8](=[CH:9][CH:10]=1)[CH2:7][N:6]([C:11]([O:13][C:14]([CH3:17])([CH3:16])[CH3:15])=[O:12])[CH2:5]2.IC1C=C2C(=CC=1)[NH:24][CH:23]=C2, predict the reaction product. The product is: [C:23]([C:2]1[CH:3]=[C:4]2[C:8](=[CH:9][CH:10]=1)[CH2:7][N:6]([C:11]([O:13][C:14]([CH3:17])([CH3:16])[CH3:15])=[O:12])[CH2:5]2)#[N:24].